From a dataset of CYP2C9 inhibition data for predicting drug metabolism from PubChem BioAssay. Regression/Classification. Given a drug SMILES string, predict its absorption, distribution, metabolism, or excretion properties. Task type varies by dataset: regression for continuous measurements (e.g., permeability, clearance, half-life) or binary classification for categorical outcomes (e.g., BBB penetration, CYP inhibition). Dataset: cyp2c9_veith. (1) The drug is CCCCn1c(O)c(C(CC)=Nc2ccc(OC)cc2OC)c(=O)[nH]c1=O. The result is 1 (inhibitor). (2) The drug is CS(=O)(=O)c1ccc([C@H](O)[C@H](CO)NC(=O)C(Cl)Cl)cc1. The result is 0 (non-inhibitor).